Dataset: Full USPTO retrosynthesis dataset with 1.9M reactions from patents (1976-2016). Task: Predict the reactants needed to synthesize the given product. (1) Given the product [OH:3][CH2:4][C:6]1[S:10][C:9]([N:11]2[CH2:12][CH2:13][N:14]([CH2:17][CH2:18][CH2:19][CH2:20][OH:21])[CH2:15][CH2:16]2)=[N:8][C:7]=1[C:22]1[CH:31]=[CH:30][C:29]2[C:28]([CH3:33])([CH3:32])[CH2:27][CH2:26][C:25]([CH3:35])([CH3:34])[C:24]=2[CH:23]=1, predict the reactants needed to synthesize it. The reactants are: C([O:3][C:4]([C:6]1[S:10][C:9]([N:11]2[CH2:16][CH2:15][N:14]([CH2:17][CH2:18][CH2:19][CH2:20][OH:21])[CH2:13][CH2:12]2)=[N:8][C:7]=1[C:22]1[CH:31]=[CH:30][C:29]2[C:28]([CH3:33])([CH3:32])[CH2:27][CH2:26][C:25]([CH3:35])([CH3:34])[C:24]=2[CH:23]=1)=O)C.[H-].[Al+3].[Li+].[H-].[H-].[H-]. (2) Given the product [CH3:1][O:2][C:3](=[O:19])[CH2:4][O:5][C:6]1[CH:15]=[CH:14][C:13]([SH:16])=[C:12]2[C:7]=1[CH2:8][CH2:9][CH2:10][O:11]2, predict the reactants needed to synthesize it. The reactants are: [CH3:1][O:2][C:3](=[O:19])[CH2:4][O:5][C:6]1[CH:15]=[CH:14][C:13]([S:16]C#N)=[C:12]2[C:7]=1[CH2:8][CH2:9][CH2:10][O:11]2.SC[C@H]([C@@H](CS)O)O.OP([O-])(O)=O.[K+]. (3) The reactants are: [C:1]([C:5]1[CH:33]=[CH:32][C:8]([NH:9][C:10]2[C:19]3[C:14](=[CH:15][CH:16]=[CH:17][CH:18]=3)[C:13]([CH2:20][C:21]3[CH:22]=[N:23][C:24]([O:30]C)=[C:25]([NH:27][CH2:28][CH3:29])[CH:26]=3)=[N:12][N:11]=2)=[CH:7][CH:6]=1)([CH3:4])([CH3:3])[CH3:2].[Si](I)(C)(C)C. Given the product [C:1]([C:5]1[CH:6]=[CH:7][C:8]([NH:9][C:10]2[C:19]3[C:14](=[CH:15][CH:16]=[CH:17][CH:18]=3)[C:13]([CH2:20][C:21]3[CH:22]=[N:23][C:24]([OH:30])=[C:25]([NH:27][CH2:28][CH3:29])[CH:26]=3)=[N:12][N:11]=2)=[CH:32][CH:33]=1)([CH3:2])([CH3:3])[CH3:4], predict the reactants needed to synthesize it. (4) Given the product [CH:1]([C:4]1[N:8]2[CH:9]=[C:10]([C:19]#[C:18][Si:15]([CH3:17])([CH3:16])[CH3:14])[CH:11]=[CH:12][C:7]2=[N:6][N:5]=1)([CH3:3])[CH3:2], predict the reactants needed to synthesize it. The reactants are: [CH:1]([C:4]1[N:8]2[CH:9]=[C:10](Br)[CH:11]=[CH:12][C:7]2=[N:6][N:5]=1)([CH3:3])[CH3:2].[CH3:14][Si:15]([C:18]#[CH:19])([CH3:17])[CH3:16].C(NC(C)C)(C)C. (5) Given the product [CH2:20]([C:15]1([C:9]2[CH:10]=[C:11]([OH:13])[CH:12]=[C:7]([OH:6])[CH:8]=2)[S:16][CH2:17][CH2:18][S:19]1)[CH2:21][CH2:22][CH2:23][CH2:24][CH3:25], predict the reactants needed to synthesize it. The reactants are: B(Br)(Br)Br.C[O:6][C:7]1[CH:8]=[C:9]([C:15]2([CH2:20][CH2:21][CH2:22][CH2:23][CH2:24][CH3:25])[S:19][CH2:18][CH2:17][S:16]2)[CH:10]=[C:11]([O:13]C)[CH:12]=1. (6) Given the product [Cl:1][C:2]1[CH:3]=[C:4]([C:9]([NH:11][C@H:12]2[CH2:16][C:15](=[O:23])[N:14]([CH3:17])[CH2:13]2)=[O:10])[CH:5]=[N:6][C:7]=1[NH:19][NH2:20], predict the reactants needed to synthesize it. The reactants are: [Cl:1][C:2]1[CH:3]=[C:4]([C:9]([NH:11][C@H:12]2[CH2:16][CH2:15][N:14]([CH3:17])[C:13]2=O)=[O:10])[CH:5]=[N:6][C:7]=1Cl.[NH2:19][NH2:20].CC[OH:23]. (7) Given the product [CH2:34]([O:5][C:3]1[CH:4]=[CH:21][C:13]2[N:12]([CH:11]=[C:20]([CH3:19])[C:14]=2[C:15]([O:17][CH3:18])=[O:16])[CH:2]=1)[C:28]1[CH:33]=[CH:32][CH:31]=[CH:30][CH:29]=1, predict the reactants needed to synthesize it. The reactants are: Cl[CH2:2][C:3](=[O:5])[CH3:4].[Br-].[Li+].COC[C:11]1[CH:20]=[CH:19][C:14]([C:15]([O:17][CH3:18])=[O:16])=[CH:13][N:12]=1.[CH2:21](N(CC)CC)C.[C:28]1([CH3:34])[CH:33]=[CH:32][CH:31]=[CH:30][CH:29]=1. (8) Given the product [C:1]1([C:7]#[C:8][Zn:18])[CH:6]=[CH:5][CH:4]=[CH:3][CH:2]=1, predict the reactants needed to synthesize it. The reactants are: [C:1]1([C:7]#[CH:8])[CH:6]=[CH:5][CH:4]=[CH:3][CH:2]=1.C(=O)=O.C([Li])CCC.[Cl-].[Zn+2:18].[Cl-].